The task is: Predict the product of the given reaction.. This data is from Forward reaction prediction with 1.9M reactions from USPTO patents (1976-2016). (1) Given the reactants [CH2:1]([O:3][C:4](=[O:40])[CH2:5][O:6][C:7]1[CH:8]=[C:9]([C:30]2[CH:35]=[CH:34][CH:33]=[CH:32][C:31]=2[S:36]([CH3:39])(=[O:38])=[O:37])[CH:10]=[CH:11][C:12]=1[CH2:13][CH2:14][NH:15][S:16]([C:19]1[CH:24]=[C:23]([C:25](=[NH:28])[NH:26][OH:27])[CH:22]=[CH:21][C:20]=1[OH:29])(=[O:18])=[O:17])[CH3:2].[ClH:41].[CH2:42](O)[CH2:43]CC, predict the reaction product. The product is: [ClH:41].[OH:29][C:20]1[CH:21]=[CH:22][C:23]([C:25](=[NH:28])[NH:26][OH:27])=[CH:24][C:19]=1[S:16]([NH:15][CH2:14][CH2:13][C:12]1[CH:11]=[CH:10][C:9]([C:30]2[CH:35]=[CH:34][CH:33]=[CH:32][C:31]=2[S:36]([CH3:39])(=[O:37])=[O:38])=[CH:8][C:7]=1[O:6][CH2:5][C:4]([O:3][CH2:1][CH2:2][CH2:42][CH3:43])=[O:40])(=[O:18])=[O:17]. (2) Given the reactants [H-].[Na+].O1CCCC1.[Br:8][C:9]1[S:10][C:11]([C:15]2[NH:16][CH:17]=[CH:18][N:19]=2)=[C:12]([Br:14])[N:13]=1.[CH3:20][Si:21]([CH3:28])([CH3:27])[CH2:22][CH2:23][O:24][CH2:25]Cl, predict the reaction product. The product is: [Br:8][C:9]1[S:10][C:11]([C:15]2[N:19]([CH2:25][O:24][CH2:23][CH2:22][Si:21]([CH3:28])([CH3:27])[CH3:20])[CH:18]=[CH:17][N:16]=2)=[C:12]([Br:14])[N:13]=1. (3) Given the reactants C[O:2][C:3](=[O:34])[CH2:4][C:5]1[C:14]([CH3:15])=[C:13]([CH:16]2[CH2:21][CH2:20][N:19]([S:22]([C:25]3[CH:30]=[CH:29][C:28]([Cl:31])=[CH:27][C:26]=3[Cl:32])(=[O:24])=[O:23])[CH2:18][CH2:17]2)[C:12]2[C:7](=[CH:8][CH:9]=[C:10]([F:33])[CH:11]=2)[CH:6]=1.[OH-].[Li+], predict the reaction product. The product is: [Cl:32][C:26]1[CH:27]=[C:28]([Cl:31])[CH:29]=[CH:30][C:25]=1[S:22]([N:19]1[CH2:20][CH2:21][CH:16]([C:13]2[C:12]3[C:7](=[CH:8][CH:9]=[C:10]([F:33])[CH:11]=3)[CH:6]=[C:5]([CH2:4][C:3]([OH:34])=[O:2])[C:14]=2[CH3:15])[CH2:17][CH2:18]1)(=[O:24])=[O:23]. (4) Given the reactants Br[C:2]1[CH:7]=[CH:6][C:5]([Cl:8])=[C:4]([C:9]([F:12])([F:11])[F:10])[CH:3]=1.II.[Cl:15][C:16]1[C:21]([CH:22]=[O:23])=[CH:20][CH:19]=[CH:18][C:17]=1[NH:24][C:25](=[O:27])[CH3:26].[NH4+].[Cl-], predict the reaction product. The product is: [Cl:15][C:16]1[C:21]([CH:22]([C:2]2[CH:7]=[CH:6][C:5]([Cl:8])=[C:4]([C:9]([F:12])([F:11])[F:10])[CH:3]=2)[OH:23])=[CH:20][CH:19]=[CH:18][C:17]=1[NH:24][C:25](=[O:27])[CH3:26]. (5) Given the reactants [C:1]([OH:10])(=[O:9])[C@@H:2]([C@H:4]([C:6]([OH:8])=[O:7])[OH:5])[OH:3].[CH:11]12[CH2:26][CH:22]([CH2:23][NH:24][CH2:25]1)[C:21]1[CH:20]=[C:19]3[C:14]([N:15]=[CH:16][CH:17]=[N:18]3)=[CH:13][C:12]2=1, predict the reaction product. The product is: [C:6]([C@@H:4]([C@H:2]([C:1]([O-:10])=[O:9])[OH:3])[OH:5])([O-:8])=[O:7].[CH:22]12[CH2:26][CH:11]([CH2:25][NH:24][CH2:23]1)[C:12]1[CH:13]=[C:14]3[C:19]([N:18]=[CH:17][CH:16]=[N:15]3)=[CH:20][C:21]2=1. (6) Given the reactants [CH2:1]([O:8][C:9]([NH:11][C:12]1([C:22]2[NH:23][C:24](=[O:34])[C:25]([OH:33])=[C:26]([C:28]([O:30][CH2:31][CH3:32])=[O:29])[N:27]=2)[CH2:21][CH2:20][C:15]2(OCC[O:16]2)[CH2:14][CH2:13]1)=[O:10])[C:2]1[CH:7]=[CH:6][CH:5]=[CH:4][CH:3]=1.Cl, predict the reaction product. The product is: [CH2:1]([O:8][C:9]([NH:11][C:12]1([C:22]2[NH:23][C:24](=[O:34])[C:25]([OH:33])=[C:26]([C:28]([O:30][CH2:31][CH3:32])=[O:29])[N:27]=2)[CH2:21][CH2:20][C:15](=[O:16])[CH2:14][CH2:13]1)=[O:10])[C:2]1[CH:7]=[CH:6][CH:5]=[CH:4][CH:3]=1. (7) Given the reactants [CH2:1]([O:8][C:9]1[CH:16]=[CH:15][C:12]([C:13]#[N:14])=[CH:11][C:10]=1[CH:17]=[O:18])[C:2]1[CH:7]=[CH:6][CH:5]=[CH:4][CH:3]=1.[BH4-].[Na+], predict the reaction product. The product is: [CH2:1]([O:8][C:9]1[CH:16]=[CH:15][C:12]([C:13]#[N:14])=[CH:11][C:10]=1[CH2:17][OH:18])[C:2]1[CH:3]=[CH:4][CH:5]=[CH:6][CH:7]=1. (8) Given the reactants [CH3:1][C:2]1[CH:7]=[CH:6][C:5]([C:8]2[C:16]3[CH2:15][CH2:14][CH2:13][CH2:12][C:11]=3[NH:10][N:9]=2)=[CH:4][CH:3]=1, predict the reaction product. The product is: [CH3:1][C:2]1[CH:3]=[CH:4][C:5]([C:8]2[C:16]3[C:11](=[CH:12][CH:13]=[CH:14][CH:15]=3)[NH:10][N:9]=2)=[CH:6][CH:7]=1. (9) Given the reactants [NH2:1][C:2]1[C:7]2=[C:8]([C:24]3[CH:29]=[CH:28][C:27]([NH:30][C:31]([NH:33][C:34]4[CH:39]=[C:38]([C:40]([F:43])([F:42])[F:41])[CH:37]=[CH:36][C:35]=4[F:44])=[O:32])=[C:26]([Cl:45])[CH:25]=3)[CH:9]=[C:10]([CH:11]3[CH2:16][CH2:15][N:14](C(OC(C)(C)C)=O)[CH2:13][CH2:12]3)[N:6]2[N:5]=[CH:4][N:3]=1.C(O)(C(F)(F)F)=O.C(OCC)(=O)C, predict the reaction product. The product is: [NH2:1][C:2]1[C:7]2=[C:8]([C:24]3[CH:29]=[CH:28][C:27]([NH:30][C:31]([NH:33][C:34]4[CH:39]=[C:38]([C:40]([F:43])([F:41])[F:42])[CH:37]=[CH:36][C:35]=4[F:44])=[O:32])=[C:26]([Cl:45])[CH:25]=3)[CH:9]=[C:10]([CH:11]3[CH2:16][CH2:15][NH:14][CH2:13][CH2:12]3)[N:6]2[N:5]=[CH:4][N:3]=1.